This data is from Catalyst prediction with 721,799 reactions and 888 catalyst types from USPTO. The task is: Predict which catalyst facilitates the given reaction. (1) Reactant: Cl[CH2:2][CH2:3][N:4]1[CH2:8][CH2:7][CH2:6][CH2:5]1.[OH:9][C:10]1[CH:11]=[C:12]([CH:17]=[CH:18][CH:19]=1)[C:13]([O:15][CH3:16])=[O:14].[I-].[K+].C(=O)([O-])[O-].[K+].[K+]. Product: [N:4]1([CH2:3][CH2:2][O:9][C:10]2[CH:11]=[C:12]([CH:17]=[CH:18][CH:19]=2)[C:13]([O:15][CH3:16])=[O:14])[CH2:8][CH2:7][CH2:6][CH2:5]1. The catalyst class is: 21. (2) Reactant: [NH2:1][C:2]1[S:3][CH:4]=[C:5]([C:7]([O:9][CH2:10][CH3:11])=[O:8])[N:6]=1.[Cl:12]N1C(=O)CCC1=O. Product: [NH2:1][C:2]1[S:3][C:4]([Cl:12])=[C:5]([C:7]([O:9][CH2:10][CH3:11])=[O:8])[N:6]=1. The catalyst class is: 290. (3) Reactant: Br[C:2]1[C:3](=[O:10])[N:4]([CH3:9])[CH:5]=[C:6]([Br:8])[N:7]=1.[NH2:11][C:12]1[CH:22]=[CH:21][C:15]([C:16]([O:18][CH2:19][CH3:20])=[O:17])=[CH:14][CH:13]=1.CN1CCCC1=O.[OH-].[Na+]. Product: [CH2:19]([O:18][C:16](=[O:17])[C:15]1[CH:21]=[CH:22][C:12]([NH:11][C:2]2[C:3](=[O:10])[N:4]([CH3:9])[CH:5]=[C:6]([Br:8])[N:7]=2)=[CH:13][CH:14]=1)[CH3:20]. The catalyst class is: 4. (4) Reactant: [O:1]=[C:2]1[C:10]2[C:5](=[CH:6][CH:7]=[CH:8][CH:9]=2)[C:4](=[O:11])[N:3]1[C:12]1[C:16]2[CH:17]=[N:18][C:19]([NH:21][C:22]([NH:24][C@@H:25]([C:27]3[CH:32]=[CH:31][CH:30]=[CH:29][CH:28]=3)[CH3:26])=[O:23])=[CH:20][C:15]=2[N:14](C(C2C=CC=CC=2)(C2C=CC=CC=2)C2C=CC=CC=2)[N:13]=1.C(O)(C(F)(F)F)=O.C([SiH](CC)CC)C. Product: [O:1]=[C:2]1[C:10]2[C:5](=[CH:6][CH:7]=[CH:8][CH:9]=2)[C:4](=[O:11])[N:3]1[C:12]1[C:16]2[CH:17]=[N:18][C:19]([NH:21][C:22]([NH:24][C@@H:25]([C:27]3[CH:32]=[CH:31][CH:30]=[CH:29][CH:28]=3)[CH3:26])=[O:23])=[CH:20][C:15]=2[NH:14][N:13]=1. The catalyst class is: 2. (5) Reactant: CN(C)CCN.[CH:7]1([CH2:10][O:11][N:12]2C(=O)C3=CC=CC=C3C2=O)[CH2:9][CH2:8]1.C(O)(=O)C.[Cl:27][C:28]1[CH:33]=[CH:32][C:31]([NH:34][S:35]([C:38]([F:41])([F:40])[F:39])(=[O:37])=[O:36])=[C:30]([C:42](=O)[CH2:43][CH3:44])[CH:29]=1. Product: [Cl:27][C:28]1[CH:33]=[CH:32][C:31]([NH:34][S:35]([C:38]([F:41])([F:40])[F:39])(=[O:37])=[O:36])=[C:30]([C:42](=[N:12][O:11][CH2:10][CH:7]2[CH2:9][CH2:8]2)[CH2:43][CH3:44])[CH:29]=1. The catalyst class is: 14. (6) Reactant: C[N:2]1[CH:7]2[CH2:8][CH2:9][CH2:10][CH:3]1[CH2:4][CH:5]([NH:11][C:12](=[O:18])[O:13][C:14]([CH3:17])([CH3:16])[CH3:15])[CH2:6]2.[OH-].[Na+].[O-][Mn](=O)(=O)=O.[K+]. Product: [CH:7]12[NH:2][CH:3]([CH2:10][CH2:9][CH2:8]1)[CH2:4][CH:5]([NH:11][C:12](=[O:18])[O:13][C:14]([CH3:16])([CH3:15])[CH3:17])[CH2:6]2. The catalyst class is: 20. (7) Reactant: [S:1]1[CH2:6][C:5](=[O:7])[NH:4][C:3]2[CH:8]=[CH:9][CH:10]=[CH:11][C:2]1=2.Br[CH2:13][C:14]1[CH:19]=[CH:18][CH:17]=[CH:16][C:15]=1[F:20].CC([O-])(C)C.[K+].O. Product: [F:20][C:15]1[CH:16]=[CH:17][CH:18]=[CH:19][C:14]=1[CH2:13][N:4]1[C:5](=[O:7])[CH2:6][S:1][C:2]2[CH:11]=[CH:10][CH:9]=[CH:8][C:3]1=2. The catalyst class is: 3. (8) Product: [NH2:14][C:12]1[C:11](=[O:17])[N:10]([CH2:18][C:19]([O:21][CH3:22])=[O:20])[C:9](=[O:23])[N:8]([CH2:1][C:2]2[CH:7]=[CH:6][CH:5]=[CH:4][CH:3]=2)[CH:13]=1. Reactant: [CH2:1]([N:8]1[CH:13]=[C:12]([N+:14]([O-])=O)[C:11](=[O:17])[N:10]([CH2:18][C:19]([O:21][CH3:22])=[O:20])[C:9]1=[O:23])[C:2]1[CH:7]=[CH:6][CH:5]=[CH:4][CH:3]=1.[H][H]. The catalyst class is: 19. (9) Reactant: C([O:8][C:9]1[C:14]([CH3:15])=[CH:13][C:12]([C:16]2[NH:25][C:24](=[O:26])[C:23]3[C:18](=[CH:19][C:20]([O:33][CH3:34])=[CH:21][C:22]=3[O:27][CH2:28][CH2:29][N:30]([CH3:32])[CH3:31])[N:17]=2)=[CH:11][C:10]=1[CH3:35])C1C=CC=CC=1. Product: [CH3:32][N:30]([CH3:31])[CH2:29][CH2:28][O:27][C:22]1[CH:21]=[C:20]([O:33][CH3:34])[CH:19]=[C:18]2[C:23]=1[C:24](=[O:26])[NH:25][C:16]([C:12]1[CH:11]=[C:10]([CH3:35])[C:9]([OH:8])=[C:14]([CH3:15])[CH:13]=1)=[N:17]2. The catalyst class is: 403.